From a dataset of Drug-target binding data from BindingDB using Ki measurements. Regression. Given a target protein amino acid sequence and a drug SMILES string, predict the binding affinity score between them. We predict pKi (pKi = -log10(Ki in M); higher means stronger inhibition). Dataset: bindingdb_ki. The pKi is 4.2. The target protein (Q9ULA0) has sequence MQVAMNGKARKEAVQTAAKELLKFVNRSPSPFHAVAECRNRLLQAGFSELKETEKWNIKPESKYFMTRNSSTIIAFAVGGQYVPGNGFSLIGAHTDSPCLRVKRRSRRSQVGFQQVGVETYGGGIWSTWFDRDLTLAGRVIVKCPTSGRLEQQLVHVERPILRIPHLAIHLQRNINENFGPNTEMHLVPILATAIQEELEKGTPEPGPLNAVDERHHSVLMSLLCAHLGLSPKDIVEMELCLADTQPAVLGGAYDEFIFAPRLDNLHSCFCALQALIDSCAGPGSLATEPHVRMVTLYDNEEVGSESAQGAQSLLTELVLRRISASCQHPTAFEEAIPKSFMISADMAHAVHPNYLDKHEENHRPLFHKGPVIKVNSKQRYASNAVSEALIREVANKVKVPLQDLMVRNDTPCGTTIGPILASRLGLRVLDLGSPQLAMHSIREMACTTGVLQTLTLFKGFFELFPSLSHNLLVD. The compound is CC(C)C[C@H](N)C(=O)CC(Cc1ccccc1)C(=O)O.